From a dataset of Full USPTO retrosynthesis dataset with 1.9M reactions from patents (1976-2016). Predict the reactants needed to synthesize the given product. (1) The reactants are: Br[CH2:2][C:3]1[CH:8]=[CH:7][C:6]([C:9]2[CH:14]=[CH:13][CH:12]=[CH:11][C:10]=2[C:15]2[N:19]([CH2:20][C:21]3[CH:26]=[CH:25][C:24]([O:27][CH3:28])=[CH:23][CH:22]=3)[N:18]=[N:17][N:16]=2)=[CH:5][CH:4]=1.C(#N)C.[C:32]([O:36][C:37]([NH:39][C:40]1[C:49]([N+:50]([O-:52])=[O:51])=[CH:48][CH:47]=[CH:46][C:41]=1[C:42]([O:44][CH3:45])=[O:43])=[O:38])([CH3:35])([CH3:34])[CH3:33].C(=O)([O-])[O-].[K+].[K+]. Given the product [C:32]([O:36][C:37]([N:39]([C:40]1[C:49]([N+:50]([O-:52])=[O:51])=[CH:48][CH:47]=[CH:46][C:41]=1[C:42]([O:44][CH3:45])=[O:43])[CH2:2][C:3]1[CH:8]=[CH:7][C:6]([C:9]2[CH:14]=[CH:13][CH:12]=[CH:11][C:10]=2[C:15]2[N:19]([CH2:20][C:21]3[CH:26]=[CH:25][C:24]([O:27][CH3:28])=[CH:23][CH:22]=3)[N:18]=[N:17][N:16]=2)=[CH:5][CH:4]=1)=[O:38])([CH3:35])([CH3:33])[CH3:34], predict the reactants needed to synthesize it. (2) Given the product [NH2:9][C:10]1[C:15]([F:16])=[C:14]([C:17]2[CH:22]=[CH:21][C:20]([Cl:23])=[C:19]([O:24][CH3:25])[C:18]=2[F:26])[N:13]=[C:12]([C:27]([O:29][CH2:30][C:31]2[CH:32]=[CH:33][CH:34]=[CH:35][CH:36]=2)=[O:28])[C:11]=1[Br:1], predict the reactants needed to synthesize it. The reactants are: [Br:1]N1C(=O)CCC1=O.[NH2:9][C:10]1[C:15]([F:16])=[C:14]([C:17]2[CH:22]=[CH:21][C:20]([Cl:23])=[C:19]([O:24][CH3:25])[C:18]=2[F:26])[N:13]=[C:12]([C:27]([O:29][CH2:30][C:31]2[CH:36]=[CH:35][CH:34]=[CH:33][CH:32]=2)=[O:28])[CH:11]=1. (3) Given the product [F:11][C:8]([F:9])([F:10])[C:6]1[CH:7]=[C:2]2[C:3]([CH2:12][CH2:13][C:14]2=[O:16])=[CH:4][CH:5]=1, predict the reactants needed to synthesize it. The reactants are: Br[C:2]1[CH:7]=[C:6]([C:8]([F:11])([F:10])[F:9])[CH:5]=[CH:4][C:3]=1[CH2:12][CH2:13][C:14]([OH:16])=O.C([Li])CCC.Cl. (4) Given the product [NH:39]([C:53]([O:55][C:56]([CH3:59])([CH3:58])[CH3:57])=[O:54])[C@@H:40]([C:50]([NH:8][C@H:9]([C:14]([N:16]1[CH2:17][CH2:28][CH2:29][CH2:30][CH:3]1[C:1]([O:7][CH2:71][C:64]1[CH:63]=[CH:62][CH:61]=[CH:60][CH:65]=1)=[O:2])=[O:15])[C@H:10]([CH2:12][CH3:13])[CH3:11])=[O:52])[CH2:41][C:42]1[CH:43]=[CH:44][C:45]([O:48][CH3:49])=[CH:46][CH:47]=1, predict the reactants needed to synthesize it. The reactants are: [C:1]([OH:7])([C:3](F)(F)F)=[O:2].[NH:8](C(OC(C)(C)C)=O)[C@H:9]([C:14]([N:16]1C[CH2:30][CH2:29][CH2:28][CH:17]1C(OCC1C=CC=CC=1)=O)=[O:15])[C@H:10]([CH2:12][CH3:13])[CH3:11].[NH:39]([C:53]([O:55][C:56]([CH3:59])([CH3:58])[CH3:57])=[O:54])[C@@H:40]([C:50]([OH:52])=O)[CH2:41][C:42]1[CH:47]=[CH:46][C:45]([O:48][CH3:49])=[CH:44][CH:43]=1.[CH:60]1[CH:61]=[CH:62][C:63]2N(O)N=N[C:64]=2[CH:65]=1.O.[CH3:71]N(C(ON1N=NC2C=CC=CC1=2)=[N+](C)C)C.F[P-](F)(F)(F)(F)F.CCN(CC)CC.